This data is from Reaction yield outcomes from USPTO patents with 853,638 reactions. The task is: Predict the reaction yield, written as a fraction of the theoretical maximum amount of product (1.0 means a 100% yield; for example, 0.34 means a 34% yield). (1) The reactants are CN(C(ON1N=NC2C=CC=CC1=2)=[N+](C)C)C.[B-](F)(F)(F)F.[C:23]([O:27][C:28]([NH:30][C@@H:31]([CH2:35][CH2:36][CH3:37])[C:32]([OH:34])=O)=[O:29])([CH3:26])([CH3:25])[CH3:24].[NH:38]1[CH2:43][CH2:42][CH:41]([OH:44])[CH2:40][CH2:39]1. The catalyst is C(Cl)Cl. The product is [OH:44][CH:41]1[CH2:42][CH2:43][N:38]([C:32](=[O:34])[C@@H:31]([NH:30][C:28](=[O:29])[O:27][C:23]([CH3:24])([CH3:25])[CH3:26])[CH2:35][CH2:36][CH3:37])[CH2:39][CH2:40]1. The yield is 1.06. (2) The reactants are [OH:1][N:2]=[C:3]([C:13]1[N:17]([CH3:18])[N:16]=[N:15][N:14]=1)[C:4]1[CH:5]=[C:6]([CH:10]=[CH:11][CH:12]=1)[N:7]([CH3:9])[CH3:8].Br[CH2:20][C:21]1[N:26]=[C:25]([N:27]2[C:35](=[O:36])[C:34]3[C:29](=[CH:30][CH:31]=[CH:32][CH:33]=3)[C:28]2=[O:37])[CH:24]=[CH:23][CH:22]=1.C(=O)([O-])[O-].[Cs+].[Cs+].[I-].[K+]. The catalyst is C(#N)C. The product is [CH3:8][N:7]([CH3:9])[C:6]1[CH:5]=[C:4]([C:3](=[N:2][O:1][CH2:20][C:21]2[N:26]=[C:25]([N:27]3[C:28](=[O:37])[C:29]4[C:34](=[CH:33][CH:32]=[CH:31][CH:30]=4)[C:35]3=[O:36])[CH:24]=[CH:23][CH:22]=2)[C:13]2[N:17]([CH3:18])[N:16]=[N:15][N:14]=2)[CH:12]=[CH:11][CH:10]=1. The yield is 0.970. (3) The reactants are C(=O)([O-])[O-].[K+].[K+].[Cl:7][C:8]1[CH:13]=[C:12](Cl)[CH:11]=[CH:10][C:9]=1[N+:15]([O-:17])=[O:16].[OH:18][C:19]1[CH:23]=[C:22]([CH3:24])[NH:21][N:20]=1.Cl. The catalyst is CN(C=O)C. The product is [Cl:7][C:8]1[CH:13]=[C:12]([O:18][C:19]2[CH:23]=[C:22]([CH3:24])[NH:21][N:20]=2)[CH:11]=[CH:10][C:9]=1[N+:15]([O-:17])=[O:16]. The yield is 0.489.